Dataset: Catalyst prediction with 721,799 reactions and 888 catalyst types from USPTO. Task: Predict which catalyst facilitates the given reaction. Reactant: FC(F)(F)C(O)=O.C(OC([N:15]1[C@@H:23]2[C@@H:18]([CH2:19][CH2:20][CH2:21][CH2:22]2)[CH2:17][C@H:16]1[CH2:24][NH:25][CH2:26][C:27]1[O:28][C:29]2[CH:35]=[CH:34][CH:33]=[CH:32][C:30]=2[CH:31]=1)=O)(C)(C)C.C(N(CC)CC)C.[CH3:43][O:44][C:45]1[C:50]2[O:51][C:52]([CH3:55])([CH3:54])[O:53][C:49]=2[CH:48]=[C:47]([C:56](Cl)=[O:57])[CH:46]=1.FC(F)(F)C(O)=O. Product: [O:28]1[C:29]2[CH:35]=[CH:34][CH:33]=[CH:32][C:30]=2[CH:31]=[C:27]1[CH2:26][N:25]([CH2:24][C@@H:16]1[CH2:17][C@H:18]2[C@H:23]([CH2:22][CH2:21][CH2:20][CH2:19]2)[NH:15]1)[C:56]([C:47]1[CH:46]=[C:45]([O:44][CH3:43])[C:50]2[O:51][C:52]([CH3:55])([CH3:54])[O:53][C:49]=2[CH:48]=1)=[O:57]. The catalyst class is: 4.